Dataset: Reaction yield outcomes from USPTO patents with 853,638 reactions. Task: Predict the reaction yield, written as a fraction of the theoretical maximum amount of product (1.0 means a 100% yield; for example, 0.34 means a 34% yield). The reactants are [N:1]1[CH:6]=[CH:5][CH:4]=[C:3]([C:7]2[CH:15]=[C:14]3[C:10]([CH2:11][C:12](=[O:16])[NH:13]3)=[CH:9][CH:8]=2)[CH:2]=1.[N:17]1([CH2:22][CH2:23][NH:24][C:25]([C:27]2[C:31]([CH3:32])=[C:30]([CH:33]=O)[NH:29][C:28]=2[CH3:35])=[O:26])[CH2:21][CH2:20][CH2:19][CH2:18]1. No catalyst specified. The product is [N:17]1([CH2:22][CH2:23][NH:24][C:25]([C:27]2[C:31]([CH3:32])=[C:30]([CH:33]=[C:11]3[C:10]4[C:14](=[CH:15][C:7]([C:3]5[CH:2]=[N:1][CH:6]=[CH:5][CH:4]=5)=[CH:8][CH:9]=4)[NH:13][C:12]3=[O:16])[NH:29][C:28]=2[CH3:35])=[O:26])[CH2:21][CH2:20][CH2:19][CH2:18]1. The yield is 0.710.